This data is from Full USPTO retrosynthesis dataset with 1.9M reactions from patents (1976-2016). The task is: Predict the reactants needed to synthesize the given product. (1) Given the product [Cl:1][C:2]1[C:10]2[N:9]([CH2:11][CH2:12][OH:13])[C:8]3[CH2:17][CH2:18][N:19]([C:22]([O:24][C:25]([CH3:27])([CH3:26])[CH3:28])=[O:23])[CH2:20][CH2:21][C:7]=3[C:6]=2[CH:5]=[CH:4][C:3]=1[Cl:29], predict the reactants needed to synthesize it. The reactants are: [Cl:1][C:2]1[C:10]2[N:9]([CH2:11][C:12](OCC)=[O:13])[C:8]3[CH2:17][CH2:18][N:19]([C:22]([O:24][C:25]([CH3:28])([CH3:27])[CH3:26])=[O:23])[CH2:20][CH2:21][C:7]=3[C:6]=2[CH:5]=[CH:4][C:3]=1[Cl:29].[Li+].[BH4-].[OH-].[Na+].CCOC(C)=O. (2) Given the product [CH:14]1([C:12]([NH:11][C:9]2[N:10]=[C:5]3[CH:4]=[CH:3][C:2]([O:17][C:18]4[CH:19]=[CH:20][C:21]([CH3:34])=[C:22]([NH:24][C:25]([C:27]5[CH:31]([CH3:32])[CH2:30][N:29]([CH3:33])[N:28]=5)=[O:26])[CH:23]=4)=[N:7][N:6]3[CH:8]=2)=[O:13])[CH2:16][CH2:15]1, predict the reactants needed to synthesize it. The reactants are: I[C:2]1[CH:3]=[CH:4][C:5]2[N:6]([CH:8]=[C:9]([NH:11][C:12]([CH:14]3[CH2:16][CH2:15]3)=[O:13])[N:10]=2)[N:7]=1.[OH:17][C:18]1[CH:19]=[CH:20][C:21]([CH3:34])=[C:22]([NH:24][C:25]([C:27]2[CH:31]([CH3:32])[CH2:30][N:29]([CH3:33])[N:28]=2)=[O:26])[CH:23]=1.C(=O)([O-])[O-].[Cs+].[Cs+].CS(C)=O.